Dataset: Full USPTO retrosynthesis dataset with 1.9M reactions from patents (1976-2016). Task: Predict the reactants needed to synthesize the given product. (1) Given the product [C:1]([O:5][C:6]([NH:8][C:9]1([C:14]([O:16][CH2:23][C:24]2[CH:29]=[CH:28][CH:27]=[CH:26][CH:25]=2)=[O:15])[CH2:13][CH2:12][O:11][CH2:10]1)=[O:7])([CH3:4])([CH3:2])[CH3:3], predict the reactants needed to synthesize it. The reactants are: [C:1]([O:5][C:6]([NH:8][C:9]1([C:14]([OH:16])=[O:15])[CH2:13][CH2:12][O:11][CH2:10]1)=[O:7])([CH3:4])([CH3:3])[CH3:2].C([O-])([O-])=O.[K+].[K+].[CH2:23](Br)[C:24]1[CH:29]=[CH:28][CH:27]=[CH:26][CH:25]=1. (2) Given the product [C:1]([C:3]1[CH:4]=[CH:5][C:6]([N:9]2[C:13]([C:14]3[CH:19]=[CH:18][C:17]([CH3:20])=[CH:16][CH:15]=3)=[CH:12][C:11]([N:21]([CH2:40][C@@H:41]3[CH2:45][CH2:44][N:43]([C:46]([O:48][C:49]([CH3:50])([CH3:52])[CH3:51])=[O:47])[CH2:42]3)[C:22]([O:23][C:24]([CH3:25])([CH3:27])[CH3:26])=[O:28])=[N:10]2)=[CH:7][CH:8]=1)#[N:2], predict the reactants needed to synthesize it. The reactants are: [C:1]([C:3]1[CH:8]=[CH:7][C:6]([N:9]2[C:13]([C:14]3[CH:19]=[CH:18][C:17]([CH3:20])=[CH:16][CH:15]=3)=[CH:12][C:11]([NH:21][C:22](=[O:28])[O:23][C:24]([CH3:27])([CH3:26])[CH3:25])=[N:10]2)=[CH:5][CH:4]=1)#[N:2].CC1C=CC(S(O[CH2:40][C@@H:41]2[CH2:45][CH2:44][N:43]([C:46]([O:48][C:49]([CH3:52])([CH3:51])[CH3:50])=[O:47])[CH2:42]2)(=O)=O)=CC=1. (3) Given the product [N+:7]([C:10]1[CH:11]=[C:12]([C:13]([N:1]2[CH2:6][CH2:5][O:4][CH2:3][CH2:2]2)=[O:14])[CH:16]=[CH:17][CH:18]=1)([O-:9])=[O:8], predict the reactants needed to synthesize it. The reactants are: [NH:1]1[CH2:6][CH2:5][O:4][CH2:3][CH2:2]1.[N+:7]([C:10]1[CH:11]=[C:12]([CH:16]=[CH:17][CH:18]=1)[C:13](Cl)=[O:14])([O-:9])=[O:8].C(OCC)(=O)C.O. (4) Given the product [F:1][C:2]1[CH:3]=[C:4]([CH:7]=[C:8]([F:11])[C:9]=1[O:10][CH:19]([CH3:21])[CH3:20])[CH:5]=[O:6], predict the reactants needed to synthesize it. The reactants are: [F:1][C:2]1[CH:3]=[C:4]([CH:7]=[C:8]([F:11])[C:9]=1[OH:10])[CH:5]=[O:6].C([O-])([O-])=O.[K+].[K+].Br[CH:19]([CH3:21])[CH3:20]. (5) Given the product [CH2:47]([O:2][C:1](=[O:3])[C:4]([F:32])([F:31])[O:5][C:6]12[CH2:15][CH:10]3[CH2:11][CH:12]([CH2:14][C:8]([C:16]([O:18][CH2:19][CH2:20][C:21]([F:30])([F:29])[C:22]([F:27])([F:28])[S:23]([O-:26])(=[O:25])=[O:24])=[O:17])([CH2:9]3)[CH2:7]1)[CH2:13]2)[CH3:48].[Na+:33], predict the reactants needed to synthesize it. The reactants are: [C:1]([C:4]([F:32])([F:31])[O:5][C:6]12[CH2:15][CH:10]3[CH2:11][CH:12]([CH2:14][C:8]([C:16]([O:18][CH2:19][CH2:20][C:21]([F:30])([F:29])[C:22]([F:28])([F:27])[S:23]([O-:26])(=[O:25])=[O:24])=[O:17])([CH2:9]3)[CH2:7]1)[CH2:13]2)([OH:3])=[O:2].[Na+:33].ClCCl.S(=O)(=O)(O)O.C(=O)(O)[O-].[Na+].[CH2:47](O)[CH3:48]. (6) Given the product [Cl:45][CH2:20][CH2:19][CH2:18][CH:10]1[S:9](=[O:23])(=[O:22])[N:8]([CH2:7][C:6]2[CH:24]=[CH:25][C:3]([O:2][CH3:1])=[CH:4][CH:5]=2)[C:13]2[CH:14]=[CH:15][CH:16]=[CH:17][C:12]=2[O:11]1, predict the reactants needed to synthesize it. The reactants are: [CH3:1][O:2][C:3]1[CH:25]=[CH:24][C:6]([CH2:7][N:8]2[C:13]3[CH:14]=[CH:15][CH:16]=[CH:17][C:12]=3[O:11][CH:10]([CH2:18][CH2:19][CH2:20]O)[S:9]2(=[O:23])=[O:22])=[CH:5][CH:4]=1.C1(P(C2C=CC=CC=2)C2C=CC=CC=2)C=CC=CC=1.[Cl:45]N1C(=O)CCC1=O.